Predict which catalyst facilitates the given reaction. From a dataset of Catalyst prediction with 721,799 reactions and 888 catalyst types from USPTO. (1) Reactant: Br[C:2]1[CH:3]=[C:4]([O:10]C)[C:5]([O:8]C)=[N:6][CH:7]=1.[C:12]([C:14]1[CH:19]=[CH:18][C:17](B(O)O)=[CH:16][CH:15]=1)#[N:13].C([O-])([O-])=O.[K+].[K+]. Product: [C:12]([C:14]1[CH:19]=[CH:18][C:17]([N:6]2[CH:7]=[CH:2][CH:3]=[C:4]([OH:10])[C:5]2=[O:8])=[CH:16][CH:15]=1)#[N:13]. The catalyst class is: 70. (2) Reactant: [Br:1][C:2]1[CH:7]=[C:6]([CH3:8])[CH:5]=[CH:4][C:3]=1C(O)(C)C.Cl[CH2:14][O:15][CH2:16][CH3:17].CCN([CH:24]([CH3:26])[CH3:25])C(C)C.[OH2:27]. Product: [Br:1][C:2]1([C:24]([O:27][CH2:14][O:15][CH2:16][CH3:17])([CH3:25])[CH3:26])[CH:7]=[C:6]([CH3:8])[CH:5]=[CH:4][CH2:3]1. The catalyst class is: 2. (3) Reactant: [NH2:1][C:2]1[C:7]2=[N:8][C:9]([C:21]([O:23][CH3:24])=[O:22])=[C:10]([O:13][CH2:14][C:15]3[CH:20]=[CH:19][CH:18]=[CH:17][CH:16]=3)[C:11](=[O:12])[N:6]2[CH:5]=[C:4]([N:25]2[CH2:30][CH2:29][O:28][CH2:27][CH2:26]2)[CH:3]=1.[C:31](Cl)([CH3:33])=[O:32].O. Product: [C:31]([NH:1][C:2]1[C:7]2=[N:8][C:9]([C:21]([O:23][CH3:24])=[O:22])=[C:10]([O:13][CH2:14][C:15]3[CH:20]=[CH:19][CH:18]=[CH:17][CH:16]=3)[C:11](=[O:12])[N:6]2[CH:5]=[C:4]([N:25]2[CH2:30][CH2:29][O:28][CH2:27][CH2:26]2)[CH:3]=1)(=[O:32])[CH3:33]. The catalyst class is: 2. (4) Reactant: [CH3:1][O:2][C:3]1[CH:4]=[C:5]([CH:7]=[CH:8][C:9]=1[O:10][CH3:11])[NH2:6].[CH3:12][C:13]([O:16][C:17](O[C:17]([O:16][C:13]([CH3:15])([CH3:14])[CH3:12])=[O:18])=[O:18])([CH3:15])[CH3:14]. Product: [CH3:1][O:2][C:3]1[CH:4]=[C:5]([NH:6][C:17](=[O:18])[O:16][C:13]([CH3:15])([CH3:14])[CH3:12])[CH:7]=[CH:8][C:9]=1[O:10][CH3:11]. The catalyst class is: 7.